This data is from Forward reaction prediction with 1.9M reactions from USPTO patents (1976-2016). The task is: Predict the product of the given reaction. (1) Given the reactants COC1C=CC(C[N:8]2[CH2:45][CH2:44][C:11]3[N:12]=[C:13]([NH:29][C@@H:30]4[CH2:35][CH2:34][CH2:33][CH2:32][C@@H:31]4[NH:36]C(=O)OC(C)(C)C)[N:14]=[C:15]([NH:16][C:17]4[CH:22]=[CH:21][CH:20]=[C:19]([C:23]5[N:28]=[CH:27][CH:26]=[CH:25][N:24]=5)[CH:18]=4)[C:10]=3[C:9]2=[O:46])=CC=1, predict the reaction product. The product is: [NH2:36][C@H:31]1[CH2:32][CH2:33][CH2:34][CH2:35][C@H:30]1[NH:29][C:13]1[N:14]=[C:15]([NH:16][C:17]2[CH:22]=[CH:21][CH:20]=[C:19]([C:23]3[N:24]=[CH:25][CH:26]=[CH:27][N:28]=3)[CH:18]=2)[C:10]2[C:9](=[O:46])[NH:8][CH2:45][CH2:44][C:11]=2[N:12]=1. (2) Given the reactants [C:1]([NH:4][C:5]1[CH:10]=[CH:9][C:8]([C:11]2[C:16]([C:17]#[N:18])=[C:15]([NH2:19])[N:14]=[C:13]([S:20][CH2:21][C:22]3[N:27]=[C:26]([CH2:28][NH:29]C(=O)OC(C)(C)C)[CH:25]=[CH:24][CH:23]=3)[N:12]=2)=[CH:7][CH:6]=1)(=[O:3])[CH3:2].FC(F)(F)C(O)=O.N, predict the reaction product. The product is: [NH2:19][C:15]1[N:14]=[C:13]([S:20][CH2:21][C:22]2[CH:23]=[CH:24][CH:25]=[C:26]([CH2:28][NH2:29])[N:27]=2)[N:12]=[C:11]([C:8]2[CH:9]=[CH:10][C:5]([NH:4][C:1](=[O:3])[CH3:2])=[CH:6][CH:7]=2)[C:16]=1[C:17]#[N:18].